From a dataset of NCI-60 drug combinations with 297,098 pairs across 59 cell lines. Regression. Given two drug SMILES strings and cell line genomic features, predict the synergy score measuring deviation from expected non-interaction effect. Drug 1: CN(CC1=CN=C2C(=N1)C(=NC(=N2)N)N)C3=CC=C(C=C3)C(=O)NC(CCC(=O)O)C(=O)O. Drug 2: C(CC(=O)O)C(=O)CN.Cl. Cell line: SR. Synergy scores: CSS=34.8, Synergy_ZIP=-1.41, Synergy_Bliss=-3.63, Synergy_Loewe=-17.8, Synergy_HSA=-3.34.